This data is from Catalyst prediction with 721,799 reactions and 888 catalyst types from USPTO. The task is: Predict which catalyst facilitates the given reaction. (1) Reactant: [NH2:1][C@@:2]([C:17]1[CH:22]=[C:21]([Br:23])[C:20]([F:24])=[CH:19][C:18]=1[F:25])([CH3:16])[C:3]([F:15])([F:14])[C:4]([CH3:13])([O:6][CH2:7][C:8](OCC)=[O:9])[CH3:5].CCCCCCC. Product: [Br:23][C:21]1[C:20]([F:24])=[CH:19][C:18]([F:25])=[C:17]([C@:2]2([CH3:16])[C:3]([F:15])([F:14])[C:4]([CH3:13])([CH3:5])[O:6][CH2:7][C:8](=[O:9])[NH:1]2)[CH:22]=1. The catalyst class is: 13. (2) Reactant: CN([CH2:4][CH2:5]N(C)C)C.C([Li])(CC)C.[C:14]([Si:18]([O:21][CH2:22][C:23]1[CH:28]=[CH:27]C=[C:25]([F:29])[C:24]=1[F:30])([CH3:20])[CH3:19])([CH3:17])([CH3:16])[CH3:15].CI. Product: [C:14]([Si:18]([O:21][CH2:22][C:23]1[CH:28]=[CH:27][C:4]([CH3:5])=[C:25]([F:29])[C:24]=1[F:30])([CH3:20])[CH3:19])([CH3:17])([CH3:15])[CH3:16]. The catalyst class is: 1. (3) Reactant: [C:1]1([OH:7])[CH:6]=[CH:5][CH:4]=[CH:3][CH:2]=1.[H-].[Na+:9].CN(C=O)C.[Cl:15][C:16]1[C:17]([NH2:25])=[N:18][CH:19]=[C:20]([Cl:24])[C:21]=1[CH2:22]Cl. Product: [O-:7][C:1]1[CH:6]=[CH:5][CH:4]=[CH:3][CH:2]=1.[Na+:9].[Cl:15][C:16]1[C:17]([NH2:25])=[N:18][CH:19]=[C:20]([Cl:24])[C:21]=1[CH2:22][O:7][C:1]1[CH:6]=[CH:5][CH:4]=[CH:3][CH:2]=1. The catalyst class is: 20.